From a dataset of NCI-60 drug combinations with 297,098 pairs across 59 cell lines. Regression. Given two drug SMILES strings and cell line genomic features, predict the synergy score measuring deviation from expected non-interaction effect. (1) Drug 1: CCCS(=O)(=O)NC1=C(C(=C(C=C1)F)C(=O)C2=CNC3=C2C=C(C=N3)C4=CC=C(C=C4)Cl)F. Drug 2: CN(C(=O)NC(C=O)C(C(C(CO)O)O)O)N=O. Cell line: UACC62. Synergy scores: CSS=26.5, Synergy_ZIP=-7.32, Synergy_Bliss=-11.4, Synergy_Loewe=-10.3, Synergy_HSA=-8.90. (2) Drug 1: CC1C(C(CC(O1)OC2CC(CC3=C2C(=C4C(=C3O)C(=O)C5=C(C4=O)C(=CC=C5)OC)O)(C(=O)CO)O)N)O.Cl. Drug 2: COC1=C(C=C2C(=C1)N=CN=C2NC3=CC(=C(C=C3)F)Cl)OCCCN4CCOCC4. Cell line: UACC-257. Synergy scores: CSS=-1.86, Synergy_ZIP=1.96, Synergy_Bliss=1.73, Synergy_Loewe=-0.230, Synergy_HSA=-0.455. (3) Drug 1: CC(C1=C(C=CC(=C1Cl)F)Cl)OC2=C(N=CC(=C2)C3=CN(N=C3)C4CCNCC4)N. Drug 2: C1CC(=O)NC(=O)C1N2CC3=C(C2=O)C=CC=C3N. Cell line: COLO 205. Synergy scores: CSS=10.6, Synergy_ZIP=-3.18, Synergy_Bliss=-0.917, Synergy_Loewe=-6.20, Synergy_HSA=-3.94. (4) Drug 1: CCC1=CC2CC(C3=C(CN(C2)C1)C4=CC=CC=C4N3)(C5=C(C=C6C(=C5)C78CCN9C7C(C=CC9)(C(C(C8N6C)(C(=O)OC)O)OC(=O)C)CC)OC)C(=O)OC.C(C(C(=O)O)O)(C(=O)O)O. Drug 2: CC1=C(N=C(N=C1N)C(CC(=O)N)NCC(C(=O)N)N)C(=O)NC(C(C2=CN=CN2)OC3C(C(C(C(O3)CO)O)O)OC4C(C(C(C(O4)CO)O)OC(=O)N)O)C(=O)NC(C)C(C(C)C(=O)NC(C(C)O)C(=O)NCCC5=NC(=CS5)C6=NC(=CS6)C(=O)NCCC[S+](C)C)O. Cell line: HL-60(TB). Synergy scores: CSS=36.2, Synergy_ZIP=1.45, Synergy_Bliss=5.48, Synergy_Loewe=-2.45, Synergy_HSA=3.41. (5) Synergy scores: CSS=17.7, Synergy_ZIP=-6.09, Synergy_Bliss=-2.51, Synergy_Loewe=-70.4, Synergy_HSA=-5.17. Drug 1: CC1CCC2CC(C(=CC=CC=CC(CC(C(=O)C(C(C(=CC(C(=O)CC(OC(=O)C3CCCCN3C(=O)C(=O)C1(O2)O)C(C)CC4CCC(C(C4)OC)O)C)C)O)OC)C)C)C)OC. Cell line: U251. Drug 2: C1=NNC2=C1C(=O)NC=N2. (6) Drug 1: C1=NC(=NC(=O)N1C2C(C(C(O2)CO)O)O)N. Drug 2: CCN(CC)CCCC(C)NC1=C2C=C(C=CC2=NC3=C1C=CC(=C3)Cl)OC. Cell line: SF-295. Synergy scores: CSS=12.3, Synergy_ZIP=-4.87, Synergy_Bliss=-2.76, Synergy_Loewe=-4.98, Synergy_HSA=-2.51. (7) Drug 1: CC1CCC2CC(C(=CC=CC=CC(CC(C(=O)C(C(C(=CC(C(=O)CC(OC(=O)C3CCCCN3C(=O)C(=O)C1(O2)O)C(C)CC4CCC(C(C4)OC)O)C)C)O)OC)C)C)C)OC. Drug 2: C(CCl)NC(=O)N(CCCl)N=O. Cell line: MDA-MB-435. Synergy scores: CSS=7.37, Synergy_ZIP=1.65, Synergy_Bliss=5.52, Synergy_Loewe=0.933, Synergy_HSA=0.486.